The task is: Predict the reactants needed to synthesize the given product.. This data is from Retrosynthesis with 50K atom-mapped reactions and 10 reaction types from USPTO. (1) Given the product CCOc1cc(Cc2cnc(N)nc2N)cc2c1ccn2S(=O)(=O)N(C)C, predict the reactants needed to synthesize it. The reactants are: CCOc1cc(Cc2cnc(N)nc2N)cc2[nH]ccc12.CN(C)S(=O)(=O)Cl. (2) Given the product O=C(c1ccc(Br)cc1)c1nccs1, predict the reactants needed to synthesize it. The reactants are: Brc1nccs1.CON(C)C(=O)c1ccc(Br)cc1. (3) The reactants are: COC(=O)c1ccc(S(=O)(=O)Cl)cc1.Cc1nc(OCc2c(-c3c(Cl)cccc3Cl)noc2C(C)C)ccc1N. Given the product COC(=O)c1ccc(S(=O)(=O)Nc2ccc(OCc3c(-c4c(Cl)cccc4Cl)noc3C(C)C)nc2C)cc1, predict the reactants needed to synthesize it. (4) Given the product C[C@]12C[C@H](OC=O)[C@H]3[C@@H](CCC4=CC(=O)CC[C@@]43C)[C@@H]1CCC2=O, predict the reactants needed to synthesize it. The reactants are: C[C@]12C[C@H](O)[C@H]3[C@@H](CCC4=CC(=O)CC[C@@]43C)[C@@H]1CCC2=O.O=CO. (5) Given the product CCCCCCOc1ccc(CCC(=O)NNC(=O)c2ccc(C(=O)OC)cc2)cc1, predict the reactants needed to synthesize it. The reactants are: CCCCCCOc1ccc(CCC(=O)NN)cc1.COC(=O)c1ccc(C(=O)Cl)cc1. (6) Given the product C=CCN(CC(=O)N[C@@H](Cc1ccc(OC(C)(C)C)cc1)C(=O)N(Cc1cccc2cccnc12)[C@@H](C)C(OCC)OCC)NC(=O)N[C@@H](C)c1ccccc1, predict the reactants needed to synthesize it. The reactants are: C=CCN(CC(=O)O)NC(=O)N[C@@H](C)c1ccccc1.CCOC(OCC)[C@H](C)N(Cc1cccc2cccnc12)C(=O)[C@@H](N)Cc1ccc(OC(C)(C)C)cc1. (7) Given the product NCc1ccc(OC2CCCCC2)nc1, predict the reactants needed to synthesize it. The reactants are: N#Cc1ccc(OC2CCCCC2)nc1. (8) Given the product CCN(CC)CC#CC1(OC(C)=O)CCCCC1, predict the reactants needed to synthesize it. The reactants are: C#CC1(OC(C)=O)CCCCC1.C=O.CCNCC.